Dataset: Forward reaction prediction with 1.9M reactions from USPTO patents (1976-2016). Task: Predict the product of the given reaction. (1) Given the reactants [F:1][C:2]1[CH:7]=[CH:6][C:5]([C:8]2[N:9]=[C:10]3[C:15]([C:16]([O:18]C)=[O:17])=[N:14][CH:13]=[CH:12][N:11]3[CH:20]=2)=[CH:4][CH:3]=1.O.O.[OH-].[Li+], predict the reaction product. The product is: [F:1][C:2]1[CH:7]=[CH:6][C:5]([C:8]2[N:9]=[C:10]3[C:15]([C:16]([OH:18])=[O:17])=[N:14][CH:13]=[CH:12][N:11]3[CH:20]=2)=[CH:4][CH:3]=1. (2) Given the reactants [CH3:1][O:2][C:3]1[CH:4]=[C:5]([NH:15][C:16]2[N:21]=[C:20]([C:22](=[O:24])[CH3:23])[CH:19]=[C:18]([CH2:25][O:26][CH2:27][C:28]([F:31])([F:30])[F:29])[N:17]=2)[CH:6]=[CH:7][C:8]=1[C:9]1[O:13][C:12]([CH3:14])=[N:11][CH:10]=1.[CH:32]([Mg]Cl)([CH3:34])[CH3:33].[Cl-].[NH4+], predict the reaction product. The product is: [CH3:1][O:2][C:3]1[CH:4]=[C:5]([NH:15][C:16]2[N:21]=[C:20]([C:22]([OH:24])([CH:32]([CH3:34])[CH3:33])[CH3:23])[CH:19]=[C:18]([CH2:25][O:26][CH2:27][C:28]([F:29])([F:30])[F:31])[N:17]=2)[CH:6]=[CH:7][C:8]=1[C:9]1[O:13][C:12]([CH3:14])=[N:11][CH:10]=1. (3) Given the reactants C([O:9][CH:10]1[CH2:15][CH2:14][C:13]([F:17])([F:16])[CH2:12][CH2:11]1)(=O)C1C=CC=CC=1, predict the reaction product. The product is: [F:16][C:13]1([F:17])[CH2:14][CH2:15][CH:10]([OH:9])[CH2:11][CH2:12]1. (4) Given the reactants [CH:1]1([N:4]2[C:13]3[C:8](=[CH:9][C:10]([F:24])=[C:11]([N:16]4[CH2:21][CH:20]([CH3:22])[NH:19][CH:18]([CH3:23])[CH2:17]4)[C:12]=3[O:14][CH3:15])[C:7](=[O:25])[C:6]([C:26]([NH:28][CH2:29][C:30]3[CH:35]=[CH:34][C:33]([Cl:36])=[CH:32][C:31]=3[Cl:37])=[O:27])=[CH:5]2)[CH2:3][CH2:2]1.Cl([O-])(=O)(=O)=O.[Li+].[C:44]([O:48][CH2:49][CH3:50])(=[O:47])[CH:45]=[CH2:46], predict the reaction product. The product is: [ClH:36].[CH:1]1([N:4]2[C:13]3[C:8](=[CH:9][C:10]([F:24])=[C:11]([N:16]4[CH2:17][CH:18]([CH3:23])[N:19]([CH2:46][CH2:45][C:44]([O:48][CH2:49][CH3:50])=[O:47])[CH:20]([CH3:22])[CH2:21]4)[C:12]=3[O:14][CH3:15])[C:7](=[O:25])[C:6]([C:26]([NH:28][CH2:29][C:30]3[CH:35]=[CH:34][C:33]([Cl:36])=[CH:32][C:31]=3[Cl:37])=[O:27])=[CH:5]2)[CH2:3][CH2:2]1. (5) The product is: [CH:1]1([CH:7]([NH:12][C:13](=[O:50])[CH2:14][NH:15][C:16](=[O:49])[CH2:17][O:18][C:19]2[CH:20]=[CH:21][C:22]([C@@H:25]3[C@@H:28]([S:29][CH2:30][CH:31]([OH:32])[C:33]4[CH:34]=[CH:35][C:36]([O:39][CH3:40])=[CH:37][CH:38]=4)[C:27](=[O:41])[N:26]3[C:42]3[CH:43]=[CH:44][C:45]([F:48])=[CH:46][CH:47]=3)=[CH:23][CH:24]=2)[CH2:8][C:9]([OH:11])=[O:10])[CH2:6][CH2:5][CH2:4][CH2:3][CH2:2]1. Given the reactants [CH:1]1([CH:7]([NH:12][C:13](=[O:50])[CH2:14][NH:15][C:16](=[O:49])[CH2:17][O:18][C:19]2[CH:24]=[CH:23][C:22]([C@@H:25]3[C@@H:28]([S:29][CH2:30][C:31]([C:33]4[CH:38]=[CH:37][C:36]([O:39][CH3:40])=[CH:35][CH:34]=4)=[O:32])[C:27](=[O:41])[N:26]3[C:42]3[CH:47]=[CH:46][C:45]([F:48])=[CH:44][CH:43]=3)=[CH:21][CH:20]=2)[CH2:8][C:9]([OH:11])=[O:10])[CH2:6][CH2:5][CH2:4][CH2:3][CH2:2]1.[BH4-].[Na+], predict the reaction product. (6) Given the reactants [CH3:1][NH:2][C:3]1[CH:8]=[CH:7][C:6]([C:9]2[S:10][C:11]3[CH:17]=[C:16]([OH:18])[CH:15]=[CH:14][C:12]=3[N:13]=2)=[CH:5][C:4]=1[N+:19]([O-:21])=[O:20].[H-].[Na+].[CH2:24]([O:26][CH2:27]Cl)[CH3:25], predict the reaction product. The product is: [N+:19]([C:4]1[CH:5]=[C:6]([C:9]2[S:10][C:11]3[CH:17]=[C:16]([O:18][CH2:27][O:26][CH2:24][CH3:25])[CH:15]=[CH:14][C:12]=3[N:13]=2)[CH:7]=[CH:8][C:3]=1[NH:2][CH3:1])([O-:21])=[O:20].